Dataset: Full USPTO retrosynthesis dataset with 1.9M reactions from patents (1976-2016). Task: Predict the reactants needed to synthesize the given product. Given the product [F:1][C:2]1[C:3]([O:16][CH2:17][CH2:18][CH2:19][CH2:20][CH2:21][CH3:22])=[C:4]([O:9][CH2:10][CH2:11][CH2:12][CH2:13][CH2:14][CH3:15])[C:5]([F:8])=[CH:6][C:7]=1[B:30]([OH:31])[OH:29], predict the reactants needed to synthesize it. The reactants are: [F:1][C:2]1[CH:7]=[CH:6][C:5]([F:8])=[C:4]([O:9][CH2:10][CH2:11][CH2:12][CH2:13][CH2:14][CH3:15])[C:3]=1[O:16][CH2:17][CH2:18][CH2:19][CH2:20][CH2:21][CH3:22].C([Li])CCC.C[O:29][B:30](OC)[O:31]C.